This data is from Catalyst prediction with 721,799 reactions and 888 catalyst types from USPTO. The task is: Predict which catalyst facilitates the given reaction. (1) Reactant: [N+:1]([C:4]1[CH:5]=[C:6]([CH2:10][C:11]([NH:13][C@H:14]([C:16]([OH:18])=O)[CH3:15])=[O:12])[CH:7]=[CH:8][CH:9]=1)([O-:3])=[O:2].Cl.[NH2:20][C@@H:21]([CH2:26][CH2:27][CH3:28])[C:22]([O:24][CH3:25])=[O:23]. Product: [N+:1]([C:4]1[CH:5]=[C:6]([CH2:10][C:11]([NH:13][C@H:14]([C:16]([NH:20][C@@H:21]([CH2:26][CH2:27][CH3:28])[C:22]([O:24][CH3:25])=[O:23])=[O:18])[CH3:15])=[O:12])[CH:7]=[CH:8][CH:9]=1)([O-:3])=[O:2]. The catalyst class is: 147. (2) Reactant: C(OC(=O)[NH:10][CH2:11][C@H:12]1[CH2:17][CH2:16][C@@H:15]([NH:18][C:19](=[O:28])[C:20]2[CH:25]=[CH:24][C:23]([F:26])=[C:22]([F:27])[CH:21]=2)[CH2:14][CH2:13]1)C1C=CC=CC=1. Product: [NH2:10][CH2:11][C@@H:12]1[CH2:17][CH2:16][C@H:15]([NH:18][C:19](=[O:28])[C:20]2[CH:25]=[CH:24][C:23]([F:26])=[C:22]([F:27])[CH:21]=2)[CH2:14][CH2:13]1. The catalyst class is: 19. (3) Reactant: [H-].[H-].[H-].[H-].[Li+].[Al+3].[O:7]1[C:12]2[CH:13]=[CH:14][CH:15]=[CH:16][C:11]=2[O:10][CH2:9][CH:8]1[CH2:17][N:18]1[CH2:23][CH2:22][CH2:21][CH:20]([C:24]([NH2:26])=O)[CH2:19]1.O. Product: [O:7]1[C:12]2[CH:13]=[CH:14][CH:15]=[CH:16][C:11]=2[O:10][CH2:9][CH:8]1[CH2:17][N:18]1[CH2:23][CH2:22][CH2:21][CH:20]([CH2:24][NH2:26])[CH2:19]1. The catalyst class is: 1.